The task is: Binary Classification. Given a drug SMILES string, predict its activity (active/inactive) in a high-throughput screening assay against a specified biological target.. This data is from KCNQ2 potassium channel screen with 302,405 compounds. (1) The drug is N(\N=C\c1cc2c(nccc2)cc1)Cc1ccccc1. The result is 0 (inactive). (2) The compound is Clc1c(ccc(NC(=O)C(=O)NNC(=O)c2ccc(OC)cc2)c1)C. The result is 0 (inactive).